Dataset: Peptide-MHC class I binding affinity with 185,985 pairs from IEDB/IMGT. Task: Regression. Given a peptide amino acid sequence and an MHC pseudo amino acid sequence, predict their binding affinity value. This is MHC class I binding data. (1) The peptide sequence is TVENNIDFLK. The MHC is HLA-A68:01 with pseudo-sequence HLA-A68:01. The binding affinity (normalized) is 0.724. (2) The peptide sequence is PCPLPHRLDR. The MHC is HLA-A68:01 with pseudo-sequence HLA-A68:01. The binding affinity (normalized) is 0.0436. (3) The peptide sequence is TVFYNIPPM. The MHC is HLA-A66:01 with pseudo-sequence HLA-A66:01. The binding affinity (normalized) is 0.213. (4) The peptide sequence is EINEWLSSK. The MHC is HLA-A11:01 with pseudo-sequence HLA-A11:01. The binding affinity (normalized) is 0.526.